From a dataset of Forward reaction prediction with 1.9M reactions from USPTO patents (1976-2016). Predict the product of the given reaction. (1) The product is: [C:14]1([S:11]([N:8]2[C:9]3[C:5](=[CH:4][CH:3]=[C:2]([F:1])[CH:10]=3)[C:6]([C:20]3[CH:21]=[C:22]4[C:23](=[CH:24][CH:25]=3)[NH:26][C:49](=[O:50])[CH2:48]4)=[CH:7]2)(=[O:12])=[O:13])[CH:19]=[CH:18][CH:17]=[CH:16][CH:15]=1. Given the reactants [F:1][C:2]1[CH:10]=[C:9]2[C:5]([C:6]([C:20]3[CH:21]=[C:22](N)[C:23]([NH2:26])=[CH:24][CH:25]=3)=[CH:7][N:8]2[S:11]([C:14]2[CH:19]=[CH:18][CH:17]=[CH:16][CH:15]=2)(=[O:13])=[O:12])=[CH:4][CH:3]=1.FC1C=C2C(C(I)=CN2S(C2C=CC=CC=2)(=O)=O)=CC=1.[CH3:48][C:49]1(C)C(C)(C)OB(C2C=C3C(=CC=2)NC(=O)C3)[O:50]1, predict the reaction product. (2) Given the reactants C(=O)([O-])[O-].[Na+].[Na+].C1C[C@@H](N[C:14]([C:16]2C3C(=CC=CC=3)C=[CH:18][C:17]=2P(C2C=CC=CC=2)C2C=CC=CC=2)=[O:15])[C@H](N[C:14]([C:16]2C3C(=CC=CC=3)C=[CH:18][C:17]=2P(C2C=CC=CC=2)C2C=CC=CC=2)=[O:15])CC1.[C:65]1(=[O:75])[NH:69][C:68](=[O:70])[C:67]2=[CH:71][CH:72]=[CH:73][CH:74]=[C:66]12.C(C1CO1)=C, predict the reaction product. The product is: [OH:15][CH2:14][C@@H:16]([N:69]1[C:65](=[O:75])[C:66]2[C:67](=[CH:71][CH:72]=[CH:73][CH:74]=2)[C:68]1=[O:70])[CH:17]=[CH2:18].